Dataset: Forward reaction prediction with 1.9M reactions from USPTO patents (1976-2016). Task: Predict the product of the given reaction. (1) Given the reactants [CH2:1]([C:3]1[NH:4][C:5](=[O:27])[C:6]([CH2:12][C:13]2[CH:18]=[CH:17][C:16]([C:19]3[C:20]([C:25]#[N:26])=[CH:21][CH:22]=[CH:23][CH:24]=3)=[CH:15][CH:14]=2)=[C:7]([CH2:9][CH2:10][CH3:11])[N:8]=1)[CH3:2].[F:28][C:29]1[CH:30]=[C:31](B(O)O)[CH:32]=[CH:33][C:34]=1[O:35][CH:36]([CH3:38])[CH3:37].C(N(CC)CC)C.N1C=CC=CC=1, predict the reaction product. The product is: [CH2:1]([C:3]1[N:4]([C:31]2[CH:32]=[CH:33][C:34]([O:35][CH:36]([CH3:37])[CH3:38])=[C:29]([F:28])[CH:30]=2)[C:5](=[O:27])[C:6]([CH2:12][C:13]2[CH:18]=[CH:17][C:16]([C:19]3[C:20]([C:25]#[N:26])=[CH:21][CH:22]=[CH:23][CH:24]=3)=[CH:15][CH:14]=2)=[C:7]([CH2:9][CH2:10][CH3:11])[N:8]=1)[CH3:2]. (2) Given the reactants [CH2:1]([N:8]1[CH2:13][CH2:12][N:11]([C:14]2[CH:15]=[C:16]([O:25][CH3:26])[CH:17]=[C:18]3[C:23]=2[N:22]=[C:21](C)[CH:20]=[CH:19]3)[CH2:10][CH2:9]1)[C:2]1[CH:7]=[CH:6][CH:5]=[CH:4][CH:3]=1.N[C:28]1C=C(OC)C=C2C=1N=CC(C)=C2.NC1C=C(OC)C=C2C=1N=C(C)C=C2, predict the reaction product. The product is: [CH2:1]([N:8]1[CH2:9][CH2:10][N:11]([C:14]2[CH:15]=[C:16]([O:25][CH3:26])[CH:17]=[C:18]3[C:23]=2[N:22]=[CH:21][C:20]([CH3:28])=[CH:19]3)[CH2:12][CH2:13]1)[C:2]1[CH:7]=[CH:6][CH:5]=[CH:4][CH:3]=1.